Dataset: Peptide-MHC class II binding affinity with 134,281 pairs from IEDB. Task: Regression. Given a peptide amino acid sequence and an MHC pseudo amino acid sequence, predict their binding affinity value. This is MHC class II binding data. (1) The peptide sequence is PQVKYAVFEAALTKA. The MHC is DRB1_0802 with pseudo-sequence DRB1_0802. The binding affinity (normalized) is 0.583. (2) The peptide sequence is TAAATAPADDKFTVF. The MHC is HLA-DQA10501-DQB10201 with pseudo-sequence HLA-DQA10501-DQB10201. The binding affinity (normalized) is 0.246. (3) The binding affinity (normalized) is 0.0442. The MHC is HLA-DQA10501-DQB10301 with pseudo-sequence HLA-DQA10501-DQB10301. The peptide sequence is ECTLFESLRDEEA. (4) The peptide sequence is SVLLVVVLFAVFLGS. The MHC is DRB1_0802 with pseudo-sequence DRB1_0802. The binding affinity (normalized) is 0. (5) The peptide sequence is RNEFPLLTTKRVFWR. The MHC is DRB3_0202 with pseudo-sequence DRB3_0202. The binding affinity (normalized) is 0.624.